The task is: Predict which catalyst facilitates the given reaction.. This data is from Catalyst prediction with 721,799 reactions and 888 catalyst types from USPTO. Product: [CH3:32][C:15]1[C:14]([N:33]2[CH2:38][CH2:37][O:36][CH2:35][CH2:34]2)=[N:13][C:12]([NH:11][C:10]2[C:5](=[O:4])[NH:6][CH:7]=[CH:8][CH:9]=2)=[N:17][C:16]=1[NH:18][C@@H:19]1[CH2:24][CH2:23][CH2:22][NH:21][CH2:20]1. The catalyst class is: 12. Reactant: CO.C[O:4][C:5]1[C:10]([NH:11][C:12]2[N:17]=[C:16]([NH:18][C@@H:19]3[CH2:24][CH2:23][CH2:22][N:21](C(OC(C)(C)C)=O)[CH2:20]3)[C:15]([CH3:32])=[C:14]([N:33]3[CH2:38][CH2:37][O:36][CH2:35][CH2:34]3)[N:13]=2)=[CH:9][CH:8]=[CH:7][N:6]=1.Cl.